Dataset: hERG Central: cardiac toxicity at 1µM, 10µM, and general inhibition. Task: Predict hERG channel inhibition at various concentrations. (1) The molecule is CCN1CCN(C(=O)c2cc3cc(F)ccc3[nH]2)CC1. Results: hERG_inhib (hERG inhibition (general)): blocker. (2) Results: hERG_inhib (hERG inhibition (general)): blocker. The molecule is CCOc1ccc(S(=O)(=O)N(C)CC(=O)NCc2ccc3c(c2)OCO3)cc1. (3) The molecule is O=C(CN1CCN(CCC(=O)Nc2ccccc2F)CC1)Nc1ccc(Cl)cc1. Results: hERG_inhib (hERG inhibition (general)): blocker. (4) The compound is FC(F)(F)c1cccc(N2CCN(Cc3ccoc3)CC2)c1. Results: hERG_inhib (hERG inhibition (general)): blocker. (5) The molecule is CN(CCCNC(=O)CCC(=O)N1CCOc2ccc(Cl)cc21)Cc1ccccc1. Results: hERG_inhib (hERG inhibition (general)): blocker. (6) The drug is Cc1ccc(NC(=O)Cc2n[nH]c(=O)c3ccccc23)cc1S(=O)(=O)N1CCCCCC1. Results: hERG_inhib (hERG inhibition (general)): blocker. (7) The compound is O=C(CCc1nc2ccccc2s1)N1CCN(S(=O)(=O)c2cccs2)CC1. Results: hERG_inhib (hERG inhibition (general)): blocker.